From a dataset of Full USPTO retrosynthesis dataset with 1.9M reactions from patents (1976-2016). Predict the reactants needed to synthesize the given product. Given the product [O:45]=[S:41]1(=[O:44])[CH2:42][CH2:43][N:38]([C:35]2[CH:36]=[CH:37][C:32]([C:2]3[O:6][C:5]([C:7]4[CH:12]=[CH:11][C:10]([F:13])=[CH:9][CH:8]=4)=[N:4][C:3]=3[C@@H:14]3[CH2:19][CH2:18][CH2:17][CH2:16][C@H:15]3[C:20]([O:22][CH3:23])=[O:21])=[CH:33][CH:34]=2)[CH2:39][CH2:40]1, predict the reactants needed to synthesize it. The reactants are: Br[C:2]1[O:6][C:5]([C:7]2[CH:12]=[CH:11][C:10]([F:13])=[CH:9][CH:8]=2)=[N:4][C:3]=1[C@@H:14]1[CH2:19][CH2:18][CH2:17][CH2:16][C@H:15]1[C:20]([O:22][CH3:23])=[O:21].CC1(C)C(C)(C)OB([C:32]2[CH:37]=[CH:36][C:35]([N:38]3[CH2:43][CH2:42][S:41](=[O:45])(=[O:44])[CH2:40][CH2:39]3)=[CH:34][CH:33]=2)O1.C1C=C(S([O-])(=O)=O)C=C(P(C2C=CC=C(S([O-])(=O)=O)C=2)C2C=CC=C(S([O-])(=O)=O)C=2)C=1.[Na+].[Na+].[Na+].CCN(C(C)C)C(C)C.